This data is from Reaction yield outcomes from USPTO patents with 853,638 reactions. The task is: Predict the reaction yield, written as a fraction of the theoretical maximum amount of product (1.0 means a 100% yield; for example, 0.34 means a 34% yield). (1) The reactants are [CH2:1]([NH:8][C:9]([NH:11][CH2:12][CH2:13][CH2:14][O:15][C:16]1[CH:17]=[C:18]2[C:22](=[CH:23][CH:24]=1)[NH:21][C:20]([CH2:25][CH2:26][C:27]([O:29]C)=[O:28])=[CH:19]2)=[O:10])[C:2]1[CH:7]=[CH:6][CH:5]=[CH:4][CH:3]=1.O.[OH-].[Na+]. The catalyst is O1CCCC1. The product is [CH2:1]([NH:8][C:9]([NH:11][CH2:12][CH2:13][CH2:14][O:15][C:16]1[CH:17]=[C:18]2[C:22](=[CH:23][CH:24]=1)[NH:21][C:20]([CH2:25][CH2:26][C:27]([OH:29])=[O:28])=[CH:19]2)=[O:10])[C:2]1[CH:3]=[CH:4][CH:5]=[CH:6][CH:7]=1. The yield is 0.820. (2) The reactants are [B-](F)(F)(F)F.CN(C(ON1C(=O)CCC1=O)=[N+](C)C)C.[OH:21][CH:22]([C:24]1[CH:25]=[C:26]([C:41]([OH:43])=O)[CH:27]=[C:28]2[C:33]=1[O:32][C:31]([N:34]1[CH2:39][CH2:38][O:37][CH2:36][CH2:35]1)=[CH:30][C:29]2=[O:40])[CH3:23].CCN(C(C)C)C(C)C.[CH3:53][N:54]([CH3:58])[CH2:55][CH2:56][NH2:57]. The catalyst is C(Cl)Cl. The product is [CH3:53][N:54]([CH3:58])[CH2:55][CH2:56][NH:57][C:41]([C:26]1[CH:27]=[C:28]2[C:33](=[C:24]([CH:22]([OH:21])[CH3:23])[CH:25]=1)[O:32][C:31]([N:34]1[CH2:39][CH2:38][O:37][CH2:36][CH2:35]1)=[CH:30][C:29]2=[O:40])=[O:43]. The yield is 0.596.